Predict the reactants needed to synthesize the given product. From a dataset of Full USPTO retrosynthesis dataset with 1.9M reactions from patents (1976-2016). (1) The reactants are: [C:1](#[N:3])[CH3:2].CC([O-])(CC)C.[K+].C1(C)C=CC=CC=1.[C:18]12([C:28](OCC)=O)[CH2:27][CH:22]3[CH2:23][CH:24]([CH2:26][CH:20]([CH2:21]3)[CH2:19]1)[CH2:25]2.Cl.[C:34]1([CH3:42])[CH:39]=[CH:38][C:37]([NH:40][NH2:41])=[CH:36][CH:35]=1.Cl. Given the product [C:18]12([C:28]3[CH:2]=[C:1]([NH2:3])[N:40]([C:37]4[CH:38]=[CH:39][C:34]([CH3:42])=[CH:35][CH:36]=4)[N:41]=3)[CH2:27][CH:22]3[CH2:23][CH:24]([CH2:26][CH:20]([CH2:21]3)[CH2:19]1)[CH2:25]2, predict the reactants needed to synthesize it. (2) The reactants are: Br[CH2:2][C:3]1[CH:13]=[CH:12][C:11]([O:14][CH3:15])=[CH:10][C:4]=1[C:5]([O:7]CC)=O.[NH2:16][C:17]1[CH:26]=[CH:25][C:20]2[NH:21][C:22](=[O:24])[NH:23][C:19]=2[CH:18]=1.C(N(CC)C(C)C)(C)C. Given the product [CH3:15][O:14][C:11]1[CH:10]=[C:4]2[C:3]([CH2:2][N:16]([C:17]3[CH:26]=[CH:25][C:20]4[NH:21][C:22](=[O:24])[NH:23][C:19]=4[CH:18]=3)[C:5]2=[O:7])=[CH:13][CH:12]=1, predict the reactants needed to synthesize it. (3) Given the product [C:1]([O:5][C:6]([N:8]([CH3:50])[C@@H:9]([CH3:49])[C:10]([NH:12][C@@H:13]([C:45]([CH3:48])([CH3:47])[CH3:46])[C:14]([N:16]1[C@H:20]([C:21](=[O:33])[NH:22][C@H:23]2[C:32]3[C:27](=[CH:28][CH:29]=[CH:30][CH:31]=3)[CH2:26][CH2:25][CH2:24]2)[CH2:19][C@H:18]([O:34][CH2:35][C:36]2[CH:44]=[CH:43][C:39]([C:40]([O:42][C:69]3[CH:78]=[C:77]4[C:72]([CH2:73][C@@H:74]([C:100](=[O:112])[NH:101][C@H:102]5[C:111]6[C:106](=[CH:107][CH:108]=[CH:109][CH:110]=6)[CH2:105][CH2:104][CH2:103]5)[N:75]([C:79](=[O:99])[C@@H:80]([NH:85][C:86](=[O:98])[C@@H:87]([N:89]([C:90]([O:91][C:92]([CH3:93])([CH3:94])[CH3:95])=[O:96])[CH3:97])[CH3:88])[C:81]([CH3:83])([CH3:82])[CH3:84])[CH2:76]4)=[CH:71][CH:70]=3)=[O:41])=[CH:38][CH:37]=2)[CH2:17]1)=[O:15])=[O:11])=[O:7])([CH3:4])([CH3:3])[CH3:2], predict the reactants needed to synthesize it. The reactants are: [C:1]([O:5][C:6]([N:8]([CH3:50])[C@@H:9]([CH3:49])[C:10]([NH:12][C@@H:13]([C:45]([CH3:48])([CH3:47])[CH3:46])[C:14]([N:16]1[C@H:20]([C:21](=[O:33])[NH:22][C@H:23]2[C:32]3[C:27](=[CH:28][CH:29]=[CH:30][CH:31]=3)[CH2:26][CH2:25][CH2:24]2)[CH2:19][C@H:18]([O:34][CH2:35][C:36]2[CH:44]=[CH:43][C:39]([C:40]([OH:42])=[O:41])=[CH:38][CH:37]=2)[CH2:17]1)=[O:15])=[O:11])=[O:7])([CH3:4])([CH3:3])[CH3:2].ClC(N(C)C)=C(C)C.CCN(C(C)C)C(C)C.O[C:69]1[CH:78]=[C:77]2[C:72]([CH2:73][C@@H:74]([C:100](=[O:112])[NH:101][C@H:102]3[C:111]4[C:106](=[CH:107][CH:108]=[CH:109][CH:110]=4)[CH2:105][CH2:104][CH2:103]3)[N:75]([C:79](=[O:99])[C@@H:80]([NH:85][C:86](=[O:98])[C@@H:87]([N:89]([CH3:97])[C:90](=[O:96])[O:91][C:92]([CH3:95])([CH3:94])[CH3:93])[CH3:88])[C:81]([CH3:84])([CH3:83])[CH3:82])[CH2:76]2)=[CH:71][CH:70]=1. (4) Given the product [OH:1][CH:2]([C:16]1[CH:17]=[CH:18][C:19](/[C:22](=[N:24]/[OH:25])/[NH2:23])=[CH:20][CH:21]=1)[CH2:3][N:4]1[CH2:9][CH2:8][CH2:7][C@H:6]([CH2:10][C:11]([O:13][CH2:14][CH3:15])=[O:12])[CH2:5]1, predict the reactants needed to synthesize it. The reactants are: [OH:1][C@@H:2]([C:16]1[CH:21]=[CH:20][C:19](/[C:22](=[N:24]/[OH:25])/[NH2:23])=[CH:18][CH:17]=1)[CH2:3][N:4]1[CH2:9][CH2:8][CH2:7][C@H:6]([CH2:10][C:11]([O:13][CH2:14][CH3:15])=[O:12])[CH2:5]1.C(=O)(O)[O-].[Na+].Cl.NO. (5) Given the product [C:29]([O:33][CH2:34][CH2:35][CH2:36][N:12]([C:4]1[CH:5]=[CH:6][C:7]([N+:9]([O-:11])=[O:10])=[CH:8][C:3]=1[O:2][CH3:1])[S:13]([C:16]1[CH:17]=[C:18]([C:22]2[CH:23]=[CH:24][C:25]([F:28])=[CH:26][CH:27]=2)[CH:19]=[CH:20][CH:21]=1)(=[O:15])=[O:14])([CH3:32])([CH3:31])[CH3:30], predict the reactants needed to synthesize it. The reactants are: [CH3:1][O:2][C:3]1[CH:8]=[C:7]([N+:9]([O-:11])=[O:10])[CH:6]=[CH:5][C:4]=1[NH:12][S:13]([C:16]1[CH:17]=[C:18]([C:22]2[CH:27]=[CH:26][C:25]([F:28])=[CH:24][CH:23]=2)[CH:19]=[CH:20][CH:21]=1)(=[O:15])=[O:14].[C:29]([O:33][CH2:34][CH2:35][CH2:36]O)([CH3:32])([CH3:31])[CH3:30]. (6) Given the product [CH3:1][C:2]1[CH:7]=[CH:6][C:5]([S:8]([N:11]2[C:19]3[C:14](=[N+:15]([O-:28])[CH:16]=[CH:17][CH:18]=3)[CH:13]=[CH:12]2)(=[O:10])=[O:9])=[CH:4][CH:3]=1, predict the reactants needed to synthesize it. The reactants are: [CH3:1][C:2]1[CH:7]=[CH:6][C:5]([S:8]([N:11]2[C:19]3[C:14](=[N:15][CH:16]=[CH:17][CH:18]=3)[CH:13]=[CH:12]2)(=[O:10])=[O:9])=[CH:4][CH:3]=1.C1C=C(Cl)C=C(C(OO)=[O:28])C=1. (7) The reactants are: [Cl:1][C:2]1[CH:7]=[CH:6][C:5]([CH:8](O)[C:9]([O:11][CH2:12][CH3:13])=[O:10])=[CH:4][CH:3]=1.[NH2:15][C:16]1[CH:17]=[C:18]([Cl:24])[C:19](=[O:23])[N:20]([CH3:22])[CH:21]=1. Given the product [Cl:24][C:18]1[C:19](=[O:23])[N:20]([CH3:22])[CH:21]=[C:16]([NH:15][CH:8]([C:5]2[CH:6]=[CH:7][C:2]([Cl:1])=[CH:3][CH:4]=2)[C:9]([O:11][CH2:12][CH3:13])=[O:10])[CH:17]=1, predict the reactants needed to synthesize it.